This data is from Forward reaction prediction with 1.9M reactions from USPTO patents (1976-2016). The task is: Predict the product of the given reaction. Given the reactants [C:1]1([C:29]2[CH:34]=[CH:33][CH:32]=[CH:31][CH:30]=2)[CH:6]=[CH:5][C:4]([CH2:7][CH2:8][NH:9][C:10]2[N:18]=[C:17]([Cl:19])[N:16]=[C:15]3[C:11]=2[N:12]=[CH:13][N:14]3[C@H:20]2[C@H:24]([OH:25])[C@H:23]([OH:26])[C@@H:22]([CH2:27][OH:28])[O:21]2)=[CH:3][CH:2]=1.CO[C:37](OC)([CH3:39])[CH3:38].CC1C=CC(S(O)(=O)=O)=CC=1, predict the reaction product. The product is: [C:1]1([C:29]2[CH:34]=[CH:33][CH:32]=[CH:31][CH:30]=2)[CH:2]=[CH:3][C:4]([CH2:7][CH2:8][NH:9][C:10]2[N:18]=[C:17]([Cl:19])[N:16]=[C:15]3[C:11]=2[N:12]=[CH:13][N:14]3[C@H:20]2[C@@H:24]3[O:25][C:37]([CH3:39])([CH3:38])[O:26][C@@H:23]3[C@@H:22]([CH2:27][OH:28])[O:21]2)=[CH:5][CH:6]=1.